Dataset: Full USPTO retrosynthesis dataset with 1.9M reactions from patents (1976-2016). Task: Predict the reactants needed to synthesize the given product. Given the product [F:51][C:48]1[C:49]2[CH:50]=[C:42]3[C:41]4[N:54]=[C:37]([C:18]5[C:19]([N:21]([CH3:26])[S:22]([CH3:25])(=[O:23])=[O:24])=[CH:20][C:10]6[O:9][C:8]([C:5]7[CH:6]=[CH:7][C:2]([F:1])=[CH:3][CH:4]=7)=[C:12]([C:13]([NH:15][CH3:16])=[O:14])[C:11]=6[CH:17]=5)[CH:38]=[CH:39][C:40]=4[O:53][CH2:52][N:43]3[C:44]=2[CH:45]=[CH:46][CH:47]=1, predict the reactants needed to synthesize it. The reactants are: [F:1][C:2]1[CH:7]=[CH:6][C:5]([C:8]2[O:9][C:10]3[CH:20]=[C:19]([N:21]([CH3:26])[S:22]([CH3:25])(=[O:24])=[O:23])[C:18](B4OC(C)(C)C(C)(C)O4)=[CH:17][C:11]=3[C:12]=2[C:13]([NH:15][CH3:16])=[O:14])=[CH:4][CH:3]=1.Cl[C:37]1[CH:38]=[CH:39][C:40]2[O:53][CH2:52][N:43]3[C:44]4[CH:45]=[CH:46][CH:47]=[C:48]([F:51])[C:49]=4[CH:50]=[C:42]3[C:41]=2[N:54]=1.CC(C1C=C(C(C)C)C(C2C=CC=CC=2P(C2CCCCC2)C2CCCCC2)=C(C(C)C)C=1)C.